Dataset: Reaction yield outcomes from USPTO patents with 853,638 reactions. Task: Predict the reaction yield, written as a fraction of the theoretical maximum amount of product (1.0 means a 100% yield; for example, 0.34 means a 34% yield). (1) The reactants are [Br:1][C:2]1[CH:3]=[C:4]2[C:9](=[CH:10][CH:11]=1)[O:8][C:7]([NH:12][C:13]1[CH:18]=[CH:17][CH:16]=[CH:15][CH:14]=1)=[C:6]([CH:19]=O)[C:5]2=[O:21].OS(O)(=O)=O. No catalyst specified. The product is [Br:1][C:2]1[CH:3]=[C:4]2[C:9](=[CH:10][CH:11]=1)[O:8][C:7]1=[N:12][C:13]3[CH:18]=[CH:17][CH:16]=[CH:15][C:14]=3[CH:19]=[C:6]1[C:5]2=[O:21]. The yield is 0.770. (2) The reactants are [CH3:1][C:2]1[C:9]([CH3:10])=[C:8]([OH:11])[CH:7]=[CH:6][C:3]=1[CH:4]=[O:5].CCN(CC)CC.[CH2:19]([S:21](Cl)(=[O:23])=[O:22])[CH3:20]. The catalyst is C(Cl)Cl. The product is [CH3:1][C:2]1[C:9]([CH3:10])=[C:8]([O:11][S:21]([CH2:19][CH3:20])(=[O:23])=[O:22])[CH:7]=[CH:6][C:3]=1[CH:4]=[O:5]. The yield is 0.800. (3) The catalyst is CC(C)=O. The reactants are [CH3:1][C:2]1[C:7]([N+:8]([O-:10])=[O:9])=[C:6]([CH3:11])[N:5]=[C:4]([OH:12])[N:3]=1.C(=O)([O-])[O-].[K+].[K+].Br[CH2:20][C:21]([O:23][CH2:24][CH3:25])=[O:22]. The yield is 0.450. The product is [CH3:11][C:6]1[C:7]([N+:8]([O-:10])=[O:9])=[C:2]([CH3:1])[N:3]=[C:4]([O:12][CH2:20][C:21]([O:23][CH2:24][CH3:25])=[O:22])[N:5]=1.